From a dataset of Full USPTO retrosynthesis dataset with 1.9M reactions from patents (1976-2016). Predict the reactants needed to synthesize the given product. (1) The reactants are: [Cl:1][C:2]1[CH:7]=[C:6]([Cl:8])[CH:5]=[C:4]([Cl:9])[C:3]=1[N:10]=[C:11]=[O:12].[NH2:13][C:14]1[CH:15]=[C:16]([C:32]2[CH:37]=[CH:36][C:35]([O:38][CH3:39])=[CH:34][CH:33]=2)[CH:17]=[CH:18][C:19]=1[C:20]([NH:22][C@H:23]([C:28]([O:30][CH3:31])=[O:29])[C:24]([CH3:27])([CH3:26])[CH3:25])=[O:21].CCCCCC.C(OCC)(=O)C. Given the product [CH3:25][C:24]([CH3:27])([CH3:26])[C@@H:23]([C:28]([O:30][CH3:31])=[O:29])[NH:22][C:20]([C:19]1[CH:18]=[CH:17][C:16]([C:32]2[CH:37]=[CH:36][C:35]([O:38][CH3:39])=[CH:34][CH:33]=2)=[CH:15][C:14]=1[NH:13][C:11]([NH:10][C:3]1[C:2]([Cl:1])=[CH:7][C:6]([Cl:8])=[CH:5][C:4]=1[Cl:9])=[O:12])=[O:21], predict the reactants needed to synthesize it. (2) Given the product [Cl:21][C:22]1[N:23]=[C:24]([N:17]2[CH2:18][CH2:19][CH:14]([N:10]3[CH2:9][CH2:8][C:7]4[CH:20]=[C:3]([O:2][CH3:1])[CH:4]=[CH:5][C:6]=4[NH:12][C:11]3=[O:13])[CH2:15][CH2:16]2)[CH:25]=[C:26]([C:28]([N:30]2[C:38]3[C:33](=[CH:34][C:35]([F:39])=[CH:36][CH:37]=3)[CH2:32][CH2:31]2)=[O:29])[CH:27]=1, predict the reactants needed to synthesize it. The reactants are: [CH3:1][O:2][C:3]1[CH:4]=[CH:5][C:6]2[NH:12][C:11](=[O:13])[N:10]([CH:14]3[CH2:19][CH2:18][NH:17][CH2:16][CH2:15]3)[CH2:9][CH2:8][C:7]=2[CH:20]=1.[Cl:21][C:22]1[CH:27]=[C:26]([C:28]([N:30]2[C:38]3[C:33](=[CH:34][C:35]([F:39])=[CH:36][CH:37]=3)[CH2:32][CH2:31]2)=[O:29])[CH:25]=[C:24](Cl)[N:23]=1.CCN(C(C)C)C(C)C. (3) Given the product [CH2:9]([O:11][C:12](=[O:18])[CH:13]([O:14][CH2:15][CH2:16][CH3:17])[CH:34]([OH:35])[C:30]1[CH:29]=[C:28]2[C:33](=[CH:32][CH:31]=1)[N:25]([CH2:24][O:23][CH2:22][CH2:21][Si:20]([CH3:36])([CH3:19])[CH3:37])[CH:26]=[CH:27]2)[CH3:10], predict the reactants needed to synthesize it. The reactants are: [Li].C([N-]C(C)C)(C)C.[CH2:9]([O:11][C:12](=[O:18])[CH2:13][O:14][CH2:15][CH2:16][CH3:17])[CH3:10].[CH3:19][Si:20]([CH3:37])([CH3:36])[CH2:21][CH2:22][O:23][CH2:24][N:25]1[C:33]2[C:28](=[CH:29][C:30]([CH:34]=[O:35])=[CH:31][CH:32]=2)[CH:27]=[CH:26]1. (4) Given the product [C:5]([NH2:14])(=[O:6])[C:4]1[CH:8]=[CH:9][CH:10]=[CH:2][CH:3]=1, predict the reactants needed to synthesize it. The reactants are: Cl[C:2]1[CH:3]=[C:4]([CH:8]=[CH:9][CH:10]=1)[C:5](O)=[O:6].CC1C=C(C(F)(C(F)(F)F)C(F)(F)F)C=CC=1[NH2:14].Cl.CN(C)CCCN=C=NCC. (5) Given the product [OH:24][NH:23][C:12]([C:11]1[CH:10]=[C:9]([C:17]2[CH:22]=[CH:21][CH:20]=[CH:19][CH:18]=2)[S:8][C:7]=1[C:1]1[CH:6]=[CH:5][CH:4]=[CH:3][CH:2]=1)=[O:13], predict the reactants needed to synthesize it. The reactants are: [C:1]1([C:7]2[S:8][C:9]([C:17]3[CH:22]=[CH:21][CH:20]=[CH:19][CH:18]=3)=[CH:10][C:11]=2[C:12](OCC)=[O:13])[CH:6]=[CH:5][CH:4]=[CH:3][CH:2]=1.[NH2:23][OH:24].O. (6) The reactants are: [CH3:1][O:2][C:3]1[CH:8]=[C:7]([O:9][CH3:10])[CH:6]=[CH:5][C:4]=1[C:11]1[N:16]([CH2:17][CH2:18][NH:19][C:20](=[O:30])[CH2:21][NH:22]C(=O)OC(C)(C)C)[C:15](=[S:31])[NH:14][C:13](=[O:32])[CH:12]=1.[ClH:33]. Given the product [ClH:33].[NH2:22][CH2:21][C:20]([NH:19][CH2:18][CH2:17][N:16]1[C:11]([C:4]2[CH:5]=[CH:6][C:7]([O:9][CH3:10])=[CH:8][C:3]=2[O:2][CH3:1])=[CH:12][C:13](=[O:32])[NH:14][C:15]1=[S:31])=[O:30], predict the reactants needed to synthesize it. (7) Given the product [F:25][C:23]([F:24])([F:26])[S:22][C:19]1[CH:18]=[CH:17][C:16]([CH:14]([NH:12][C:5]2[C:6]3[CH:7]=[N:8][CH:9]=[CH:10][C:11]=3[O:3][N:4]=2)[CH3:15])=[CH:21][CH:20]=1, predict the reactants needed to synthesize it. The reactants are: [H-].[Na+].[O:3]1[C:11]2[CH:10]=[CH:9][N:8]=[CH:7][C:6]=2[C:5]([NH2:12])=[N:4]1.Br[CH:14]([C:16]1[CH:21]=[CH:20][C:19]([S:22][C:23]([F:26])([F:25])[F:24])=[CH:18][CH:17]=1)[CH3:15].[NH4+].[Cl-].